The task is: Predict the reactants needed to synthesize the given product.. This data is from Full USPTO retrosynthesis dataset with 1.9M reactions from patents (1976-2016). (1) Given the product [C:1]([C:3]1[CH:8]=[CH:7][C:6]2[N:9]([C:10]3[CH:19]=[CH:18][C:13]([C:14]([O:16][CH3:17])=[O:15])=[CH:12][CH:11]=3)[CH:26]=[N:20][C:5]=2[CH:4]=1)#[N:2], predict the reactants needed to synthesize it. The reactants are: [C:1]([C:3]1[CH:8]=[CH:7][C:6]([NH:9][C:10]2[CH:19]=[CH:18][C:13]([C:14]([O:16][CH3:17])=[O:15])=[CH:12][CH:11]=2)=[C:5]([N+:20]([O-])=O)[CH:4]=1)#[N:2].O.NN.[CH:26](O)=O. (2) Given the product [Cl:1][C:2]1[C:7]([O:8][CH3:9])=[CH:6][C:5]([O:10][CH3:11])=[C:4]([F:12])[C:3]=1[NH2:13], predict the reactants needed to synthesize it. The reactants are: [Cl:1][C:2]1[C:7]([O:8][CH3:9])=[CH:6][C:5]([O:10][CH3:11])=[C:4]([F:12])[C:3]=1[NH:13]C(=O)C.[OH-].[K+].